This data is from Full USPTO retrosynthesis dataset with 1.9M reactions from patents (1976-2016). The task is: Predict the reactants needed to synthesize the given product. (1) Given the product [F:1][C:2]1[C:3]([O:21][CH3:22])=[C:4]([CH:9]([CH2:19][CH3:20])[CH2:10][C:11]([C:14]([F:17])([F:15])[F:16])([OH:18])[CH:12]=[N:23][C:24]2[CH:32]=[CH:31][CH:30]=[C:29]3[C:25]=2[CH:26]=[N:27][N:28]3[C:33]2[CH:38]=[CH:37][C:36]([F:39])=[CH:40][CH:34]=2)[CH:5]=[CH:6][C:7]=1[F:8], predict the reactants needed to synthesize it. The reactants are: [F:1][C:2]1[C:3]([O:21][CH3:22])=[C:4]([CH:9]([CH2:19][CH3:20])[CH2:10][C:11]([OH:18])([C:14]([F:17])([F:16])[F:15])[CH:12]=O)[CH:5]=[CH:6][C:7]=1[F:8].[NH2:23][C:24]1[CH:32]=[CH:31][CH:30]=[C:29]2[C:25]=1[CH:26]=[N:27][N:28]2[C:33]1[CH:34]=N[C:36]([F:39])=[CH:37][CH:38]=1.[C:40](O)(=O)C. (2) Given the product [CH3:2][C:3]1[C:7]([CH2:8][N:9]2[CH:13]=[C:12]([N:14]3[C:20](=[O:21])[CH:19]([CH:25]([CH3:27])[CH3:26])[NH:16][C:17]3=[O:18])[CH:11]=[N:10]2)=[C:6]([CH3:15])[O:5][N:4]=1, predict the reactants needed to synthesize it. The reactants are: Cl.[CH3:2][C:3]1[C:7]([CH2:8][N:9]2[CH:13]=[C:12]([NH2:14])[CH:11]=[N:10]2)=[C:6]([CH3:15])[O:5][N:4]=1.[N:16]([CH:19]([CH:25]([CH3:27])[CH3:26])[C:20](OCC)=[O:21])=[C:17]=[O:18]. (3) Given the product [CH3:26][CH2:25]/[CH:24]=[CH:23]\[CH2:22]/[CH:21]=[CH:20]\[CH2:19]/[CH:18]=[CH:17]\[CH2:16]/[CH:15]=[CH:14]\[CH2:13]/[CH:12]=[CH:11]\[CH2:10][CH2:9][CH2:8][C:7]([OH:28])=[O:27].[C:7]([OH:28])(=[O:27])[CH:8]=[CH:9][CH:10]=[CH:11][CH:12]=[CH:13][CH:14]=[CH:15][CH:16]=[CH:17][CH:18]=[CH:19][CH2:20][CH2:21][CH2:22][CH2:23][CH2:24][CH2:25][CH2:26][CH2:2][CH3:3], predict the reactants needed to synthesize it. The reactants are: O[CH2:2][CH:3](CO)O.[C:7]([OH:28])(=[O:27])[CH2:8][CH2:9][CH2:10]/[CH:11]=[CH:12]\[CH2:13]/[CH:14]=[CH:15]\[CH2:16]/[CH:17]=[CH:18]\[CH2:19]/[CH:20]=[CH:21]\[CH2:22][CH2:23][CH2:24][CH2:25][CH3:26]. (4) Given the product [CH2:7]([NH:9][CH2:10][C@H:11]([C:15]1[CH:16]=[CH:17][C:18]([F:21])=[CH:19][CH:20]=1)[CH2:12][CH:13]=[CH2:14])[CH3:8], predict the reactants needed to synthesize it. The reactants are: [H-].[H-].[H-].[H-].[Li+].[Al+3].[CH2:7]([NH:9][C:10](=O)[C@H:11]([C:15]1[CH:20]=[CH:19][C:18]([F:21])=[CH:17][CH:16]=1)[CH2:12][CH:13]=[CH2:14])[CH3:8].[OH-].[Na+].[O-]S([O-])(=O)=O.[Mg+2]. (5) Given the product [CH2:1]([NH:8][C:9]1([C:12]2[CH:17]=[CH:16][C:15]([C:24]#[C:23][Si:20]([CH3:22])([CH3:21])[CH3:19])=[CH:14][CH:13]=2)[CH2:11][CH2:10]1)[C:2]1[CH:7]=[CH:6][CH:5]=[CH:4][CH:3]=1, predict the reactants needed to synthesize it. The reactants are: [CH2:1]([NH:8][C:9]1([C:12]2[CH:17]=[CH:16][C:15](Br)=[CH:14][CH:13]=2)[CH2:11][CH2:10]1)[C:2]1[CH:7]=[CH:6][CH:5]=[CH:4][CH:3]=1.[CH3:19][Si:20]([C:23]#[CH:24])([CH3:22])[CH3:21].